From a dataset of Forward reaction prediction with 1.9M reactions from USPTO patents (1976-2016). Predict the product of the given reaction. (1) Given the reactants [CH3:1][C:2]1[CH:6]=[C:5]([NH:7][C:8]2[C:9]3[CH2:20][O:19][CH2:18][C:10]=3[N:11]=[C:12]([S:14]([CH3:17])(=O)=O)[N:13]=2)[NH:4][N:3]=1.SC1[CH:27]=[CH:26][C:25]([NH:28][C:29]([CH:31]2[CH2:33][CH2:32]2)=[O:30])=[CH:24][CH:23]=1, predict the reaction product. The product is: [CH3:1][C:2]1[CH:6]=[C:5]([NH:7][C:8]2[C:9]3[CH2:20][O:19][CH2:18][C:10]=3[N:11]=[C:12]([S:14][C:17]3[CH:27]=[CH:26][C:25]([NH:28][C:29]([CH:31]4[CH2:32][CH2:33]4)=[O:30])=[CH:24][CH:23]=3)[N:13]=2)[NH:4][N:3]=1. (2) Given the reactants [Br:1][C:2]1[CH:3]=[CH:4][C:5]([OH:11])=[C:6]([C:8](=[O:10])[CH3:9])[CH:7]=1.[CH3:12][CH:13]1[CH2:18][CH:17]([CH3:19])[CH2:16][C:15](=O)[CH2:14]1.N1CCCC1, predict the reaction product. The product is: [Br:1][C:2]1[CH:7]=[C:6]2[C:5](=[CH:4][CH:3]=1)[O:11][C:15]1([CH2:16][CH:17]([CH3:19])[CH2:18][CH:13]([CH3:12])[CH2:14]1)[CH2:9][C:8]2=[O:10]. (3) Given the reactants C[O:2][C:3]([C:5]1[CH:10]=[CH:9][C:8]([C@H:11]2[C@H:16]([O:17][Si:18]([CH:25]([CH3:27])[CH3:26])([CH:22]([CH3:24])[CH3:23])[CH:19]([CH3:21])[CH3:20])[CH2:15][N:14]([C:28]([O:30][CH2:31][C:32]3[CH:37]=[CH:36][CH:35]=[CH:34][CH:33]=3)=[O:29])[CH2:13][C@@H:12]2[O:38][CH2:39][C:40]2[CH:41]=[CH:42][C:43]3[O:48][CH2:47][C:46](=[O:49])[N:45]([CH2:50][CH2:51][CH2:52][O:53][CH3:54])[C:44]=3[CH:55]=2)=[CH:7][CH:6]=1)=[O:4].Cl, predict the reaction product. The product is: [C:3]([C:5]1[CH:6]=[CH:7][C:8]([C@H:11]2[C@H:16]([O:17][Si:18]([CH:22]([CH3:24])[CH3:23])([CH:19]([CH3:21])[CH3:20])[CH:25]([CH3:27])[CH3:26])[CH2:15][N:14]([C:28]([O:30][CH2:31][C:32]3[CH:37]=[CH:36][CH:35]=[CH:34][CH:33]=3)=[O:29])[CH2:13][C@@H:12]2[O:38][CH2:39][C:40]2[CH:41]=[CH:42][C:43]3[O:48][CH2:47][C:46](=[O:49])[N:45]([CH2:50][CH2:51][CH2:52][O:53][CH3:54])[C:44]=3[CH:55]=2)=[CH:9][CH:10]=1)([OH:4])=[O:2].